Dataset: Catalyst prediction with 721,799 reactions and 888 catalyst types from USPTO. Task: Predict which catalyst facilitates the given reaction. Reactant: [NH2:1][C:2]1[N:7]=[C:6]([C:8]([F:11])([F:10])[F:9])[CH:5]=[CH:4][N:3]=1.[Br:12]N1C(=O)CCC1=O. Product: [Br:12][C:5]1[C:6]([C:8]([F:11])([F:9])[F:10])=[N:7][C:2]([NH2:1])=[N:3][CH:4]=1. The catalyst class is: 23.